This data is from Catalyst prediction with 721,799 reactions and 888 catalyst types from USPTO. The task is: Predict which catalyst facilitates the given reaction. (1) The catalyst class is: 10. Product: [F:1][C:2]1[C:7]([C:8]([F:10])([F:11])[F:9])=[CH:6][CH:5]=[CH:4][C:3]=1[NH:12][C:29]([C:23]1[CH:22]=[N:21][N:20]([C:17]2[CH:18]=[CH:19][C:14]([Cl:13])=[CH:15][CH:16]=2)[C:24]=1[C:25]([F:28])([F:26])[F:27])=[O:30]. Reactant: [F:1][C:2]1[C:7]([C:8]([F:11])([F:10])[F:9])=[CH:6][CH:5]=[CH:4][C:3]=1[NH2:12].[Cl:13][C:14]1[CH:19]=[CH:18][C:17]([N:20]2[C:24]([C:25]([F:28])([F:27])[F:26])=[C:23]([C:29](Cl)=[O:30])[CH:22]=[N:21]2)=[CH:16][CH:15]=1.CCN(C(C)C)C(C)C. (2) Reactant: [OH:1][C:2]1[CH:3]=[C:4]([CH:7]=[CH:8][CH:9]=1)[CH:5]=[O:6].[Si:10](Cl)([C:13]([CH3:16])([CH3:15])[CH3:14])([CH3:12])[CH3:11].C(N(CC)CC)C. Product: [Si:10]([O:1][C:2]1[CH:3]=[C:4]([CH:7]=[CH:8][CH:9]=1)[CH:5]=[O:6])([C:13]([CH3:16])([CH3:15])[CH3:14])([CH3:12])[CH3:11]. The catalyst class is: 1. (3) Reactant: C(OC([N:8]1[CH2:13][CH2:12][C@@H:11]([C:14]2[CH:19]=[C:18]([F:20])[CH:17]=[C:16]([F:21])[CH:15]=2)[C@H:10]([C:22]2[CH:27]=[CH:26][C:25]([C:28]3[CH:33]=[CH:32][CH:31]=[CH:30][C:29]=3[CH2:34][CH2:35][CH2:36][O:37][CH3:38])=[CH:24][C:23]=2[CH3:39])[CH2:9]1)=O)(C)(C)C.Cl. Product: [F:20][C:18]1[CH:19]=[C:14]([C@@H:11]2[CH2:12][CH2:13][NH:8][CH2:9][C@H:10]2[C:22]2[CH:27]=[CH:26][C:25]([C:28]3[CH:33]=[CH:32][CH:31]=[CH:30][C:29]=3[CH2:34][CH2:35][CH2:36][O:37][CH3:38])=[CH:24][C:23]=2[CH3:39])[CH:15]=[C:16]([F:21])[CH:17]=1. The catalyst class is: 2.